Dataset: Forward reaction prediction with 1.9M reactions from USPTO patents (1976-2016). Task: Predict the product of the given reaction. (1) Given the reactants [B:10]1([B:10]2[O:14][C:13]([CH3:16])([CH3:15])[C:12]([CH3:18])([CH3:17])[O:11]2)[O:14][C:13]([CH3:16])([CH3:15])[C:12]([CH3:18])([CH3:17])[O:11]1.[C:19]([Si:23]([O:26][C:27]1[C:32]([Cl:33])=[CH:31][CH:30]=[CH:29][C:28]=1[Cl:34])([CH3:25])[CH3:24])([CH3:22])([CH3:21])[CH3:20], predict the reaction product. The product is: [C:19]([Si:23]([O:26][C:27]1[C:32]([Cl:33])=[CH:31][C:30]([B:10]2[O:11][C:12]([CH3:17])([CH3:18])[C:13]([CH3:15])([CH3:16])[O:14]2)=[CH:29][C:28]=1[Cl:34])([CH3:25])[CH3:24])([CH3:22])([CH3:20])[CH3:21]. (2) Given the reactants [C:1]([C:3]1[C:4]([N:18]2[CH2:23][CH2:22][NH:21][CH2:20][CH2:19]2)=[N:5][C:6]([C:14]([F:17])([F:16])[F:15])=[C:7]([CH:13]=1)[C:8]([O:10][CH2:11][CH3:12])=[O:9])#[N:2].[N:24]([C:27]1[CH:32]=[C:31]([CH3:33])[CH:30]=[CH:29][C:28]=1[O:34][CH3:35])=[C:25]=[O:26], predict the reaction product. The product is: [C:1]([C:3]1[C:4]([N:18]2[CH2:23][CH2:22][N:21]([C:25]([NH:24][C:27]3[CH:32]=[C:31]([CH3:33])[CH:30]=[CH:29][C:28]=3[O:34][CH3:35])=[O:26])[CH2:20][CH2:19]2)=[N:5][C:6]([C:14]([F:15])([F:17])[F:16])=[C:7]([CH:13]=1)[C:8]([O:10][CH2:11][CH3:12])=[O:9])#[N:2]. (3) Given the reactants [C:1]([O-:6])(=[O:5])[C:2]([CH3:4])=[O:3].[N+](C1C=C([N+]([O-])=O)C=CC=1NN)([O-])=O.N[C@H]([C:24]([OH:26])=[O:25])C.[NH2:27][C@H:28]([C:33]([O-:35])=[O:34])[CH2:29][C:30]([O-])=O.O=C(CCC([O-])=O)[C:38]([O-:40])=[O:39], predict the reaction product. The product is: [C:2]([CH2:4][C:24]([O-:26])=[O:25])([C:1]([OH:6])=[O:5])=[O:3].[NH2:27][C@H:28]([C:33]([O-:35])=[O:34])[CH2:29][CH2:30][C:38]([O-:40])=[O:39]. (4) Given the reactants [CH2:1]([O:3][C:4](=[O:24])[CH2:5][CH:6]([C:8]1[CH:17]=[C:16]2[C:11]([CH2:12][CH2:13][N:14](C(=O)C(F)(F)F)[CH2:15]2)=[CH:10][CH:9]=1)[CH3:7])[CH3:2].[O-]CC.[Na+], predict the reaction product. The product is: [CH2:1]([O:3][C:4](=[O:24])[CH2:5][CH:6]([C:8]1[CH:17]=[C:16]2[C:11]([CH2:12][CH2:13][NH:14][CH2:15]2)=[CH:10][CH:9]=1)[CH3:7])[CH3:2].